Dataset: NCI-60 drug combinations with 297,098 pairs across 59 cell lines. Task: Regression. Given two drug SMILES strings and cell line genomic features, predict the synergy score measuring deviation from expected non-interaction effect. (1) Drug 1: CC(C1=C(C=CC(=C1Cl)F)Cl)OC2=C(N=CC(=C2)C3=CN(N=C3)C4CCNCC4)N. Drug 2: C1CCC(C(C1)N)N.C(=O)(C(=O)[O-])[O-].[Pt+4]. Cell line: CAKI-1. Synergy scores: CSS=23.9, Synergy_ZIP=-4.35, Synergy_Bliss=0.527, Synergy_Loewe=0.900, Synergy_HSA=4.88. (2) Drug 1: CN1CCC(CC1)COC2=C(C=C3C(=C2)N=CN=C3NC4=C(C=C(C=C4)Br)F)OC. Drug 2: CC(CN1CC(=O)NC(=O)C1)N2CC(=O)NC(=O)C2. Cell line: MDA-MB-435. Synergy scores: CSS=3.77, Synergy_ZIP=-2.41, Synergy_Bliss=1.75, Synergy_Loewe=-2.63, Synergy_HSA=-1.07. (3) Drug 1: CC1=CC2C(CCC3(C2CCC3(C(=O)C)OC(=O)C)C)C4(C1=CC(=O)CC4)C. Drug 2: C1CC(C1)(C(=O)O)C(=O)O.[NH2-].[NH2-].[Pt+2]. Cell line: OVCAR-8. Synergy scores: CSS=0.523, Synergy_ZIP=-5.99, Synergy_Bliss=-6.89, Synergy_Loewe=-17.1, Synergy_HSA=-7.91. (4) Drug 1: C1=NC(=NC(=O)N1C2C(C(C(O2)CO)O)O)N. Drug 2: C1CN(CCN1C(=O)CCBr)C(=O)CCBr. Cell line: OVCAR-4. Synergy scores: CSS=17.5, Synergy_ZIP=-2.26, Synergy_Bliss=3.83, Synergy_Loewe=-1.46, Synergy_HSA=4.19. (5) Drug 1: C1=C(C(=O)NC(=O)N1)N(CCCl)CCCl. Drug 2: CCC(=C(C1=CC=CC=C1)C2=CC=C(C=C2)OCCN(C)C)C3=CC=CC=C3.C(C(=O)O)C(CC(=O)O)(C(=O)O)O. Cell line: RPMI-8226. Synergy scores: CSS=22.3, Synergy_ZIP=1.41, Synergy_Bliss=2.05, Synergy_Loewe=-7.03, Synergy_HSA=-2.43. (6) Drug 1: CC1C(C(CC(O1)OC2CC(CC3=C2C(=C4C(=C3O)C(=O)C5=C(C4=O)C(=CC=C5)OC)O)(C(=O)C)O)N)O.Cl. Cell line: HL-60(TB). Drug 2: CC1C(C(CC(O1)OC2CC(CC3=C2C(=C4C(=C3O)C(=O)C5=C(C4=O)C(=CC=C5)OC)O)(C(=O)CO)O)N)O.Cl. Synergy scores: CSS=51.8, Synergy_ZIP=-4.96, Synergy_Bliss=-3.84, Synergy_Loewe=-1.64, Synergy_HSA=-0.964. (7) Drug 1: C1=NC2=C(N1)C(=S)N=C(N2)N. Drug 2: CC1=C(C=C(C=C1)C(=O)NC2=CC(=CC(=C2)C(F)(F)F)N3C=C(N=C3)C)NC4=NC=CC(=N4)C5=CN=CC=C5. Cell line: SF-295. Synergy scores: CSS=38.2, Synergy_ZIP=2.80, Synergy_Bliss=2.47, Synergy_Loewe=2.58, Synergy_HSA=4.17.